This data is from Forward reaction prediction with 1.9M reactions from USPTO patents (1976-2016). The task is: Predict the product of the given reaction. (1) Given the reactants [CH3:1][O:2][C:3]1[CH:15]=[CH:14][C:6]([CH2:7][S:8][C:9](=[NH:13])[CH2:10][C:11]#[N:12])=[CH:5][CH:4]=1.[O:16]([C:23]([N:25]=[C:26]=[S:27])=[O:24])[C:17]1[CH:22]=[CH:21][CH:20]=[CH:19][CH:18]=1, predict the reaction product. The product is: [CH3:1][O:2][C:3]1[CH:15]=[CH:14][C:6]([CH2:7][S:8][C:9](=[NH:13])[C:10]([C:11]#[N:12])=[C:26]([SH:27])[NH:25][C:23]([O:16][C:17]2[CH:22]=[CH:21][CH:20]=[CH:19][CH:18]=2)=[O:24])=[CH:5][CH:4]=1. (2) Given the reactants C(N(CC)CC)C.[C:8]1([C@@H:14]([CH3:19])[CH2:15][C:16]([OH:18])=O)[CH:13]=[CH:12][CH:11]=[CH:10][CH:9]=1.C(Cl)(=O)C(C)(C)C.C([Li])CCC.[C:32]1([C@H:38]2[CH2:42][O:41][C:40](=[O:43])[NH:39]2)[CH:37]=[CH:36][CH:35]=[CH:34][CH:33]=1.O1CCNC1=O, predict the reaction product. The product is: [C:32]1([C@H:38]2[CH2:42][O:41][C:40](=[O:43])[N:39]2[C:16](=[O:18])[CH2:15][C@@H:14]([C:8]2[CH:9]=[CH:10][CH:11]=[CH:12][CH:13]=2)[CH3:19])[CH:33]=[CH:34][CH:35]=[CH:36][CH:37]=1. (3) The product is: [CH:1]1([C:7]2[N:11]3[C:12]4[C:17]([NH:18][C:19](=[O:20])[C:10]3=[CH:9][N:8]=2)=[CH:16][CH:15]=[C:14]([C:21]([N:26]([CH3:25])[O:27][CH3:28])=[O:22])[CH:13]=4)[CH2:2][CH2:3][CH2:4][CH2:5][CH2:6]1. Given the reactants [CH:1]1([C:7]2[N:11]3[C:12]4[C:17]([NH:18][C:19](=[O:20])[C:10]3=[CH:9][N:8]=2)=[CH:16][CH:15]=[C:14]([C:21](O)=[O:22])[CH:13]=4)[CH2:6][CH2:5][CH2:4][CH2:3][CH2:2]1.Cl.[CH3:25][NH:26][O:27][CH3:28].Cl.CN(C)CCCN=C=NCC.O.ON1C2C=CC=CC=2N=N1.C(N(CC)C(C)C)(C)C, predict the reaction product. (4) Given the reactants [CH3:1][O:2][C:3]1[CH:4]=[C:5]([CH:31]=[CH:32][C:33]=1[O:34][CH3:35])[CH2:6][CH:7]1[C:16]2[C:11](=[C:12]([OH:19])[CH:13]=[CH:14][C:15]=2[O:17][CH3:18])[CH2:10][CH2:9][N:8]1[CH2:20][C:21]([NH:23][CH2:24][C:25]1[CH:30]=[CH:29][CH:28]=[CH:27][N:26]=1)=[O:22].[CH:36]1([CH2:39]Br)[CH2:38][CH2:37]1, predict the reaction product. The product is: [CH3:1][O:2][C:3]1[CH:4]=[C:5]([CH:31]=[CH:32][C:33]=1[O:34][CH3:35])[CH2:6][CH:7]1[C:16]2[C:11](=[C:12]([O:19][CH2:39][CH:36]3[CH2:38][CH2:37]3)[CH:13]=[CH:14][C:15]=2[O:17][CH3:18])[CH2:10][CH2:9][N:8]1[CH2:20][C:21]([NH:23][CH2:24][C:25]1[CH:30]=[CH:29][CH:28]=[CH:27][N:26]=1)=[O:22].